This data is from Reaction yield outcomes from USPTO patents with 853,638 reactions. The task is: Predict the reaction yield, written as a fraction of the theoretical maximum amount of product (1.0 means a 100% yield; for example, 0.34 means a 34% yield). (1) The reactants are [Cl:1][C:2]1[CH:3]=[C:4]([C:8]2[C:13]([O:14][CH:15]([F:17])[F:16])=[CH:12][CH:11]=[C:10]([CH2:18][C:19]3[CH:20]=[CH:21][C:22]([C:25]#[N:26])=[N:23][CH:24]=3)[CH:9]=2)[CH:5]=[CH:6][CH:7]=1.CO. The catalyst is [Pd]. The product is [Cl:1][C:2]1[CH:3]=[C:4]([C:8]2[C:13]([O:14][CH:15]([F:16])[F:17])=[CH:12][CH:11]=[C:10]([CH2:18][C:19]3[CH:20]=[CH:21][C:22]([CH2:25][NH2:26])=[N:23][CH:24]=3)[CH:9]=2)[CH:5]=[CH:6][CH:7]=1. The yield is 0.140. (2) The reactants are [NH2:1][C:2]1[C:7]([CH:8]=O)=[CH:6][N:5]=[CH:4][N:3]=1.C[O-].[Na+].[N+:13]([C:16]1[CH:30]=[CH:29][CH:28]=[CH:27][C:17]=1[CH2:18]P(=O)(OCC)OCC)([O-:15])=[O:14].CO. The catalyst is CN(C=O)C. The product is [N+:13]([C:16]1[CH:30]=[CH:29][CH:28]=[CH:27][C:17]=1/[CH:18]=[CH:8]/[C:7]1[C:2]([NH2:1])=[N:3][CH:4]=[N:5][CH:6]=1)([O-:15])=[O:14]. The yield is 0.820. (3) The reactants are I.[NH2:2][C:3]1[C:4]([C:11]([NH:13][C:14](=[NH:17])SC)=[O:12])=[N:5][C:6]([Cl:10])=[C:7]([NH2:9])[N:8]=1.[C:18]([CH2:21][C:22]1[CH:27]=[CH:26][C:25]([CH2:28][CH2:29][CH2:30][CH2:31][NH2:32])=[CH:24][CH:23]=1)([OH:20])=[O:19]. The catalyst is C1COCC1. The product is [ClH:10].[C:18]([CH2:21][C:22]1[CH:27]=[CH:26][C:25]([CH2:28][CH2:29][CH2:30][CH2:31][NH:32][C:14]([NH:13][C:11]([C:4]2[C:3]([NH2:2])=[N:8][C:7]([NH2:9])=[C:6]([Cl:10])[N:5]=2)=[O:12])=[NH:17])=[CH:24][CH:23]=1)([OH:20])=[O:19]. The yield is 0.250. (4) The reactants are [Cl:1][C:2]1[N:10]=[CH:9][C:8]([F:11])=[CH:7][C:3]=1[C:4](O)=[O:5].C[N:13](C=O)C.C(Cl)(=O)C(Cl)=O. The catalyst is C(Cl)Cl. The product is [Cl:1][C:2]1[N:10]=[CH:9][C:8]([F:11])=[CH:7][C:3]=1[C:4]([NH2:13])=[O:5]. The yield is 0.890. (5) The reactants are Cl.[NH2:2][C:3]1[CH:4]=[C:5]([CH:9]=[C:10]([Cl:13])[C:11]=1[NH2:12])[C:6]([O-:8])=[O:7].[C:14](CC(=O)C)(=O)[CH3:15].[CH2:21](O)C. No catalyst specified. The product is [Cl:13][C:10]1[C:11]2[NH:12][C:14]([CH3:15])=[N:2][C:3]=2[CH:4]=[C:5]([C:6]([O:8][CH3:21])=[O:7])[CH:9]=1. The yield is 0.590.